The task is: Predict the reaction yield, written as a fraction of the theoretical maximum amount of product (1.0 means a 100% yield; for example, 0.34 means a 34% yield).. This data is from Reaction yield outcomes from USPTO patents with 853,638 reactions. The reactants are [NH2:1][C:2]1[CH:3]=[C:4]2[C:8](=[CH:9][CH:10]=1)[NH:7][C:6]([C:11]([CH3:22])([CH3:21])[CH2:12][NH:13][C:14](=[O:20])[O:15][C:16]([CH3:19])([CH3:18])[CH3:17])=[CH:5]2.[O:23]1[C:27]2[CH:28]=[C:29]([C:32]3([C:35](O)=[O:36])[CH2:34][CH2:33]3)[CH:30]=[CH:31][C:26]=2[O:25][CH2:24]1.C(Cl)CCl.C1C=CC2N(O)N=NC=2C=1.CCN(CC)CC. The catalyst is CN(C=O)C.O. The product is [O:25]1[C:26]2[CH:31]=[CH:30][C:29]([C:32]3([C:35]([NH:1][C:2]4[CH:3]=[C:4]5[C:8](=[CH:9][CH:10]=4)[NH:7][C:6]([C:11]([CH3:22])([CH3:21])[CH2:12][NH:13][C:14](=[O:20])[O:15][C:16]([CH3:17])([CH3:19])[CH3:18])=[CH:5]5)=[O:36])[CH2:33][CH2:34]3)=[CH:28][C:27]=2[O:23][CH2:24]1. The yield is 0.940.